From a dataset of Forward reaction prediction with 1.9M reactions from USPTO patents (1976-2016). Predict the product of the given reaction. (1) Given the reactants [CH3:1][C:2]1[C:6]([C:7]2[CH:8]=[C:9]3[NH:15][CH:14]=[C:13]([C:16]4[CH:17]=[N:18][N:19]([CH3:21])[CH:20]=4)[C:10]3=[N:11][CH:12]=2)=[C:5]([CH3:22])[O:4][N:3]=1.[CH:23]1(/[CH:28]=[CH:29]/[C:30]#[N:31])[CH2:27][CH2:26][CH2:25][CH2:24]1.C(=O)([O-])[O-].[K+].[K+].O, predict the reaction product. The product is: [CH:23]1([CH:28]([N:15]2[C:9]3[C:10](=[N:11][CH:12]=[C:7]([C:6]4[C:2]([CH3:1])=[N:3][O:4][C:5]=4[CH3:22])[CH:8]=3)[C:13]([C:16]3[CH:17]=[N:18][N:19]([CH3:21])[CH:20]=3)=[CH:14]2)[CH2:29][C:30]#[N:31])[CH2:27][CH2:26][CH2:25][CH2:24]1. (2) Given the reactants [NH2:1][C:2]1[CH:7]=[CH:6][C:5]([I:8])=[CH:4][N:3]=1.Br[CH2:10][C:11]([C:13]1[CH:18]=[CH:17][C:16]([Cl:19])=[CH:15][CH:14]=1)=O.C(=O)([O-])O.[Na+].O, predict the reaction product. The product is: [Cl:19][C:16]1[CH:17]=[CH:18][C:13]([C:11]2[N:1]=[C:2]3[CH:7]=[CH:6][C:5]([I:8])=[CH:4][N:3]3[CH:10]=2)=[CH:14][CH:15]=1. (3) Given the reactants [CH:1]([C@H:4]1[NH:8][S:7](=[O:10])(=[O:9])[N:6]([CH2:11][C:12]2[CH:17]=[CH:16][C:15]([O:18][CH3:19])=[CH:14][CH:13]=2)[C:5]1=[O:20])([CH3:3])[CH3:2].[H-].[Na+].CS(O[CH2:28][CH2:29][C:30]1[C:31]([CH3:46])=[N:32][N:33]([CH3:45])[C:34]=1[N:35]1[C:43]2[C:38](=[CH:39][C:40]([Cl:44])=[CH:41][CH:42]=2)[CH:37]=[CH:36]1)(=O)=O.O, predict the reaction product. The product is: [Cl:44][C:40]1[CH:39]=[C:38]2[C:43](=[CH:42][CH:41]=1)[N:35]([C:34]1[N:33]([CH3:45])[N:32]=[C:31]([CH3:46])[C:30]=1[CH2:29][CH2:28][N:8]1[S:7](=[O:9])(=[O:10])[N:6]([CH2:11][C:12]3[CH:17]=[CH:16][C:15]([O:18][CH3:19])=[CH:14][CH:13]=3)[C:5](=[O:20])[C@H:4]1[CH:1]([CH3:3])[CH3:2])[CH:36]=[CH:37]2. (4) Given the reactants [C:1]([C:4]1[C:12]2[C:7](=[CH:8][CH:9]=[C:10]([Cl:13])[CH:11]=2)[NH:6][CH:5]=1)(=[O:3])[CH3:2].C1(P(C2C=CC=CC=2)C2C=CC=CC=2)C=CC=CC=1.[CH2:33](O)[CH2:34][C:35]1[CH:40]=[CH:39][CH:38]=[CH:37][CH:36]=1.N(C(OC(C)C)=O)=NC(OC(C)C)=O, predict the reaction product. The product is: [C:1]([C:4]1[C:12]2[C:7](=[CH:8][CH:9]=[C:10]([Cl:13])[CH:11]=2)[N:6]([CH2:33][CH2:34][C:35]2[CH:40]=[CH:39][CH:38]=[CH:37][CH:36]=2)[CH:5]=1)(=[O:3])[CH3:2]. (5) Given the reactants [Br:1][C:2]1[CH:3]=[C:4]([C:8]([OH:10])=[O:9])[O:5][C:6]=1Br.[OH-].[NH4+].Cl, predict the reaction product. The product is: [Br:1][C:2]1[CH:3]=[C:4]([C:8]([OH:10])=[O:9])[O:5][CH:6]=1. (6) Given the reactants [H-].[Na+].[Cl:3][C:4]1[CH:5]=[CH:6][C:7]([NH:10][CH3:11])=[N:8][CH:9]=1.Br[CH2:13][C:14]1[CH:23]=[CH:22][C:21]([Cl:24])=[CH:20][C:15]=1[C:16]([O:18][CH3:19])=[O:17].O, predict the reaction product. The product is: [Cl:24][C:21]1[CH:22]=[CH:23][C:14]([CH2:13][N:10]([C:7]2[CH:6]=[CH:5][C:4]([Cl:3])=[CH:9][N:8]=2)[CH3:11])=[C:15]([CH:20]=1)[C:16]([O:18][CH3:19])=[O:17]. (7) Given the reactants [NH2:1][C@@H:2]1[CH2:7][CH2:6][C@H:5]([NH:8][C:9](=[O:18])[C:10]2[CH:15]=[CH:14][C:13]([F:16])=[C:12]([Cl:17])[CH:11]=2)[CH2:4][CH2:3]1.Cl[C:20]1[CH:25]=[C:24]([CH3:26])[CH:23]=[C:22]([CH3:27])[N:21]=1, predict the reaction product. The product is: [ClH:17].[Cl:17][C:12]1[CH:11]=[C:10]([CH:15]=[CH:14][C:13]=1[F:16])[C:9]([NH:8][C@H:5]1[CH2:4][CH2:3][C@@H:2]([NH:1][C:20]2[CH:25]=[C:24]([CH3:26])[CH:23]=[C:22]([CH3:27])[N:21]=2)[CH2:7][CH2:6]1)=[O:18]. (8) Given the reactants [C:1]([O:5][C:6](=[O:26])[NH:7][C:8]1[C:13]([NH2:14])=[CH:12][C:11]([C:15]2[CH:20]=[CH:19][CH:18]=[C:17]([F:21])[C:16]=2[F:22])=[C:10]([N:23]([CH3:25])[CH3:24])[CH:9]=1)([CH3:4])([CH3:3])[CH3:2].C([O:29][C:30](=O)[CH2:31][C:32](=[O:44])[C:33]1[CH:38]=[CH:37][CH:36]=[C:35]([N:39]2[CH:43]=[CH:42][N:41]=[N:40]2)[CH:34]=1)C, predict the reaction product. The product is: [C:1]([O:5][C:6](=[O:26])[NH:7][C:8]1[C:13]([NH:14][C:30](=[O:29])[CH2:31][C:32](=[O:44])[C:33]2[CH:38]=[CH:37][CH:36]=[C:35]([N:39]3[CH:43]=[CH:42][N:41]=[N:40]3)[CH:34]=2)=[CH:12][C:11]([C:15]2[CH:20]=[CH:19][CH:18]=[C:17]([F:21])[C:16]=2[F:22])=[C:10]([N:23]([CH3:24])[CH3:25])[CH:9]=1)([CH3:4])([CH3:3])[CH3:2].